From a dataset of Full USPTO retrosynthesis dataset with 1.9M reactions from patents (1976-2016). Predict the reactants needed to synthesize the given product. (1) Given the product [Cl:55][C:56]1[CH:67]=[CH:66][C:59]2[NH:60][C:61]([C@@H:63]([NH:65][C:15](=[O:16])[C:14]3[CH:18]=[CH:19][C:11]([N:10]4[C:6]5[CH:5]=[CH:4][NH:3][C:2](=[O:1])[C:7]=5[N:8]=[CH:9]4)=[C:12]([C:20]([F:21])([F:22])[F:23])[CH:13]=3)[CH3:64])=[N:62][C:58]=2[CH:57]=1, predict the reactants needed to synthesize it. The reactants are: [O:1]=[C:2]1[C:7]2[N:8]=[CH:9][N:10]([C:11]3[CH:19]=[CH:18][C:14]([C:15](O)=[O:16])=[CH:13][C:12]=3[C:20]([F:23])([F:22])[F:21])[C:6]=2[CH:5]=[CH:4][NH:3]1.CN(C(ON1N=NC2C=CC=CC1=2)=[N+](C)C)C.[B-](F)(F)(F)F.C(N(C(C)C)CC)(C)C.[Cl:55][C:56]1[CH:67]=[CH:66][C:59]2[NH:60][C:61]([C@@H:63]([NH2:65])[CH3:64])=[N:62][C:58]=2[CH:57]=1.ClCl. (2) Given the product [CH:27]([C:29]1[CH:30]=[C:31]([N:35]2[CH2:36][CH2:37][NH:38][CH2:39][CH2:40]2)[CH:32]=[CH:33][CH:34]=1)([CH3:28])[CH3:26], predict the reactants needed to synthesize it. The reactants are: BrC1C=C(N2CCNCC2)C=CC=1.CC1(C)C(C)(C)OB(C(C)=C)O1.[CH2:26]=[C:27]([C:29]1[CH:30]=[C:31]([N:35]2[CH2:40][CH2:39][NH:38][CH2:37][CH2:36]2)[CH:32]=[CH:33][CH:34]=1)[CH3:28]. (3) The reactants are: [NH:1]1[CH2:6][CH2:5][CH:4]([NH:7][C:8]([NH:10][C:11]2[CH:16]=[CH:15][C:14]([F:17])=[CH:13][CH:12]=2)=[O:9])[CH2:3][CH2:2]1.N1C=CC=CC=1.Cl[C:25]([O:27][CH3:28])=[O:26].O. Given the product [CH3:28][O:27][C:25]([N:1]1[CH2:6][CH2:5][CH:4]([NH:7][C:8]([NH:10][C:11]2[CH:12]=[CH:13][C:14]([F:17])=[CH:15][CH:16]=2)=[O:9])[CH2:3][CH2:2]1)=[O:26], predict the reactants needed to synthesize it. (4) Given the product [Cl:1][C:2]1[CH:9]=[C:8]([N:10]([CH2:11][CH:12]2[CH2:14][CH2:13]2)[C@H:16]([C:17]([O:19][C:20]([CH3:23])([CH3:22])[CH3:21])=[O:18])[CH3:24])[CH:7]=[CH:6][C:3]=1[C:4]#[N:5], predict the reactants needed to synthesize it. The reactants are: [Cl:1][C:2]1[CH:9]=[C:8]([NH:10][CH2:11][CH:12]2[CH2:14][CH2:13]2)[CH:7]=[CH:6][C:3]=1[C:4]#[N:5].Br[CH:16]([CH3:24])[C:17]([O:19][C:20]([CH3:23])([CH3:22])[CH3:21])=[O:18].